This data is from Reaction yield outcomes from USPTO patents with 853,638 reactions. The task is: Predict the reaction yield, written as a fraction of the theoretical maximum amount of product (1.0 means a 100% yield; for example, 0.34 means a 34% yield). (1) The reactants are [Cl:1][C:2]1[CH:10]=[C:9](I)[C:5]2[O:6][CH2:7][O:8][C:4]=2[C:3]=1[NH:12][C:13]1[C:22]2[C:17](=[CH:18][C:19]([O:25][CH2:26][CH2:27][CH2:28][N:29]3[CH2:34][CH2:33][O:32][CH2:31][CH2:30]3)=[C:20]([O:23][CH3:24])[CH:21]=2)[N:16]=[CH:15][N:14]=1.[CH:35](NC(C)C)([CH3:37])[CH3:36].C(OCC)(=[O:44])C. The catalyst is [Cu]I.C1C=CC(P(C2C=CC=CC=2)C2C=CC=CC=2)=CC=1.C1C=CC(P(C2C=CC=CC=2)C2C=CC=CC=2)=CC=1.Cl[Pd]Cl. The product is [Cl:1][C:2]1[CH:10]=[C:9]([C:36]#[C:35][CH2:37][OH:44])[C:5]2[O:6][CH2:7][O:8][C:4]=2[C:3]=1[NH:12][C:13]1[C:22]2[C:17](=[CH:18][C:19]([O:25][CH2:26][CH2:27][CH2:28][N:29]3[CH2:34][CH2:33][O:32][CH2:31][CH2:30]3)=[C:20]([O:23][CH3:24])[CH:21]=2)[N:16]=[CH:15][N:14]=1. The yield is 0.510. (2) The reactants are [NH2:1][C:2]1[C:3]2[N:4]([C:8]([C@@H:26]3[CH2:30][CH2:29][CH2:28][NH:27]3)=[N:9][C:10]=2[C:11]2[CH:25]=[CH:24][C:14]([C:15]([NH:17][C:18]3[CH:23]=[CH:22][CH:21]=[CH:20][N:19]=3)=[O:16])=[CH:13][CH:12]=2)[CH:5]=[CH:6][N:7]=1. The catalyst is C(O)(=O)C#CCC. The product is [NH2:1][C:2]1[C:3]2[N:4]([C:8]([C@@H:26]3[CH2:30][CH2:29][CH2:28][N:27]3[C:15](=[O:16])[C:14]#[C:13][CH2:12][CH3:11])=[N:9][C:10]=2[C:11]2[CH:25]=[CH:24][C:14]([C:15]([NH:17][C:18]3[CH:23]=[CH:22][CH:21]=[CH:20][N:19]=3)=[O:16])=[CH:13][CH:12]=2)[CH:5]=[CH:6][N:7]=1. The yield is 0.247. (3) The reactants are C[Si]([N-][Si](C)(C)C)(C)C.[Na+].[NH2:11][C:12]1[N:16](C(OC(C)(C)C)=O)[N:15]=[C:14]([CH2:24][CH2:25][C:26]2[CH:31]=[C:30]([O:32][CH3:33])[CH:29]=[C:28]([O:34][CH3:35])[CH:27]=2)[CH:13]=1.[F:36][CH:37]1[CH2:42][CH2:41][N:40]([CH2:43][C:44]2[CH:53]=[CH:52][C:47]([C:48](OC)=[O:49])=[CH:46][CH:45]=2)[CH2:39][CH2:38]1. The catalyst is C1COCC1. The product is [CH3:33][O:32][C:30]1[CH:31]=[C:26]([CH2:25][CH2:24][C:14]2[CH:13]=[C:12]([NH:11][C:48](=[O:49])[C:47]3[CH:46]=[CH:45][C:44]([CH2:43][N:40]4[CH2:39][CH2:38][CH:37]([F:36])[CH2:42][CH2:41]4)=[CH:53][CH:52]=3)[NH:16][N:15]=2)[CH:27]=[C:28]([O:34][CH3:35])[CH:29]=1. The yield is 0.160.